From a dataset of Reaction yield outcomes from USPTO patents with 853,638 reactions. Predict the reaction yield, written as a fraction of the theoretical maximum amount of product (1.0 means a 100% yield; for example, 0.34 means a 34% yield). (1) The reactants are O[C:2]1[C:11]2[C:6](=[CH:7][CH:8]=[C:9]([O:12][CH2:13][CH2:14][O:15][CH3:16])[CH:10]=2)[N:5]=[CH:4][N:3]=1.O=P(Cl)(Cl)[Cl:19]. No catalyst specified. The product is [Cl:19][C:2]1[C:11]2[C:6](=[CH:7][CH:8]=[C:9]([O:12][CH2:13][CH2:14][O:15][CH3:16])[CH:10]=2)[N:5]=[CH:4][N:3]=1. The yield is 0.710. (2) The reactants are [Cl:1][C:2]1[N:7]=[C:6](Cl)[CH:5]=[CH:4][N:3]=1.C(N(C(C)C)C(C)C)C.[CH3:18][CH:19]([O:21][C:22]1[CH:23]=[C:24]([CH2:28][CH2:29][C:30]2[NH:34][N:33]=[C:32]([NH2:35])[CH:31]=2)[CH:25]=[CH:26][CH:27]=1)[CH3:20].O. The catalyst is C(O)C. The product is [Cl:1][C:2]1[N:7]=[C:6]([NH:35][C:32]2[CH:31]=[C:30]([CH2:29][CH2:28][C:24]3[CH:25]=[CH:26][CH:27]=[C:22]([O:21][CH:19]([CH3:20])[CH3:18])[CH:23]=3)[NH:34][N:33]=2)[CH:5]=[CH:4][N:3]=1. The yield is 0.290. (3) The reactants are [N:1]1([C:7]2[N:23]=[C:10]3[CH:11]=[CH:12][C:13]([NH:15]C(=O)OC(C)(C)C)=[CH:14][N:9]3[N:8]=2)[CH2:6][CH2:5][O:4][CH2:3][CH2:2]1.Cl. No catalyst specified. The product is [N:1]1([C:7]2[N:23]=[C:10]3[CH:11]=[CH:12][C:13]([NH2:15])=[CH:14][N:9]3[N:8]=2)[CH2:6][CH2:5][O:4][CH2:3][CH2:2]1. The yield is 0.910. (4) The reactants are Br[C:2]1[CH:3]=[C:4]([C:14]([NH:16][CH2:17][C:18]2[C:19](=[O:32])[NH:20][C:21]([CH3:31])=[CH:22][C:23]=2[CH2:24][C:25]2[CH:30]=[CH:29][CH:28]=[CH:27][CH:26]=2)=[O:15])[C:5]2[CH:6]=[N:7][N:8]([CH:11]([CH3:13])[CH3:12])[C:9]=2[CH:10]=1.C(O)C.C(N(CC)CC)C. The catalyst is [Pd].C1COCC1. The product is [CH3:13][CH:11]([N:8]1[C:9]2[CH:10]=[CH:2][CH:3]=[C:4]([C:14]([NH:16][CH2:17][C:18]3[C:19](=[O:32])[NH:20][C:21]([CH3:31])=[CH:22][C:23]=3[CH2:24][C:25]3[CH:30]=[CH:29][CH:28]=[CH:27][CH:26]=3)=[O:15])[C:5]=2[CH:6]=[N:7]1)[CH3:12]. The yield is 0.920. (5) The reactants are [O-]P([O-])([O-])=O.[K+].[K+].[K+].[NH:9]1[CH2:13][CH2:12][CH2:11][CH2:10]1.I[C:15]1[CH:20]=[CH:19][CH:18]=[CH:17][CH:16]=1.C(O)CO. The catalyst is [Cu]I.CCCCCC.C(OCC)(=O)C.CC(O)C. The product is [C:15]1([N:9]2[CH2:13][CH2:12][CH2:11][CH2:10]2)[CH:20]=[CH:19][CH:18]=[CH:17][CH:16]=1. The yield is 0.900. (6) The reactants are [CH3:1][C:2]1[CH:18]=[CH:17][C:5]([CH2:6][CH2:7][C:8]2[S:9][CH:10]=[CH:11][C:12]=2[S:13](Cl)(=[O:15])=[O:14])=[CH:4][CH:3]=1.[NH2:19][C:20]1[O:24][N:23]=[C:22]([CH3:25])[C:21]=1[Br:26]. No catalyst specified. The product is [Br:26][C:21]1[C:22]([CH3:25])=[N:23][O:24][C:20]=1[NH:19][S:13]([C:12]1[CH:11]=[CH:10][S:9][C:8]=1[CH2:7][CH2:6][C:5]1[CH:17]=[CH:18][C:2]([CH3:1])=[CH:3][CH:4]=1)(=[O:15])=[O:14]. The yield is 0.520. (7) The catalyst is C(Cl)Cl. The yield is 0.900. The product is [Cl:18][C:13]1[CH:12]=[C:11]([C:3]2([N:21]([CH3:20])[C:27](=[O:26])[O:29][C:30]([CH3:33])([CH3:32])[CH3:31])[CH2:8][CH2:7][CH2:6][C:5]([OH:9])([CH3:10])[CH2:4]2)[CH:16]=[CH:15][C:14]=1[Cl:17]. The reactants are NC[C:3]1([C:11]2[CH:16]=[CH:15][C:14]([Cl:17])=[C:13]([Cl:18])[CH:12]=2)[CH2:8][CH2:7][CH2:6][C:5]([CH3:10])([OH:9])[CH2:4]1.C[CH2:20][N:21](CC)CC.[O:26](C(OC(C)(C)C)=O)[C:27]([O:29][C:30]([CH3:33])([CH3:32])[CH3:31])=O.